Dataset: Full USPTO retrosynthesis dataset with 1.9M reactions from patents (1976-2016). Task: Predict the reactants needed to synthesize the given product. (1) Given the product [Cl:1][C:2]1[N:3]=[CH:4][C:5]([CH2:8][N:11]2[CH2:14][CH2:13][CH2:12]2)=[CH:6][CH:7]=1, predict the reactants needed to synthesize it. The reactants are: [Cl:1][C:2]1[CH:7]=[CH:6][C:5]([CH2:8]Cl)=[CH:4][N:3]=1.Cl.[NH:11]1[CH2:14][CH2:13][CH2:12]1.C(=O)([O-])[O-].[K+].[K+]. (2) Given the product [Br:1][C:2]1[CH:3]=[C:4]([S:14]([Cl:17])(=[O:16])=[O:15])[CH:5]=[C:6]([CH3:8])[CH:7]=1, predict the reactants needed to synthesize it. The reactants are: [Br:1][C:2]1[CH:3]=[C:4](N)[CH:5]=[C:6]([CH3:8])[CH:7]=1.N([O-])=O.[Na+].[S:14](=[O:16])=[O:15].[ClH:17].